From a dataset of Full USPTO retrosynthesis dataset with 1.9M reactions from patents (1976-2016). Predict the reactants needed to synthesize the given product. (1) Given the product [Cl:1][C:2]1[CH:3]=[C:4]([CH:8]2[C:17]3[C:12](=[CH:13][CH:14]=[C:15]([C:26](=[O:27])[C:25]4[CH:24]=[CH:23][C:22]([N+:19]([O-:21])=[O:20])=[CH:30][CH:29]=4)[CH:16]=3)[NH:11][C:10](=[O:18])[CH2:9]2)[CH:5]=[CH:6][CH:7]=1, predict the reactants needed to synthesize it. The reactants are: [Cl:1][C:2]1[CH:3]=[C:4]([CH:8]2[C:17]3[C:12](=[CH:13][CH:14]=[CH:15][CH:16]=3)[NH:11][C:10](=[O:18])[CH2:9]2)[CH:5]=[CH:6][CH:7]=1.[N+:19]([C:22]1[CH:30]=[CH:29][C:25]([C:26](O)=[O:27])=[CH:24][CH:23]=1)([O-:21])=[O:20].[NH4+].[OH-]. (2) Given the product [Cl:56][C:53]1[S:52][C:51]([NH:50][C:36](=[O:37])[CH:35]([N:39]2[CH2:47][C:46]3[C:41](=[CH:42][CH:43]=[CH:44][CH:45]=3)[C:40]2=[O:48])[CH2:34][CH:28]2[CH2:29][CH2:30][CH2:32][CH2:33]2)=[N:55][CH:54]=1, predict the reactants needed to synthesize it. The reactants are: F[P-](F)(F)(F)(F)F.N1(O[P+](N(C)C)(N(C)C)N(C)C)C2C=CC=CC=2N=N1.[CH:28]1([CH2:34][C@H:35]([N:39]2[CH2:47][C:46]3[C:41](=[CH:42][CH:43]=[CH:44][CH:45]=3)[C:40]2=[O:48])[C:36](O)=[O:37])[CH2:33][CH2:32]C[CH2:30][CH2:29]1.Cl.[NH2:50][C:51]1[S:52][C:53]([Cl:56])=[CH:54][N:55]=1.C1(C[C@H](N2CC3C(=CC=CC=3)C2=O)C(NC2SC=CN=2)=O)CCCCC1.